From a dataset of Reaction yield outcomes from USPTO patents with 853,638 reactions. Predict the reaction yield, written as a fraction of the theoretical maximum amount of product (1.0 means a 100% yield; for example, 0.34 means a 34% yield). (1) The reactants are [Br:1][C:2]1[C:3]([F:11])=[C:4]([CH:8]=[CH:9][CH:10]=1)[C:5]([OH:7])=O.[CH3:12][O:13][CH2:14][CH2:15][NH2:16]. No catalyst specified. The product is [Br:1][C:2]1[C:3]([F:11])=[C:4]([CH:8]=[CH:9][CH:10]=1)[C:5]([NH:16][CH2:15][CH2:14][O:13][CH3:12])=[O:7]. The yield is 0.690. (2) The reactants are [Br:1][C:2]1[CH:11]=[CH:10][C:9]2[C:4](=[CH:5][CH:6]=[C:7]([O:12][C@H:13]3[CH2:18][CH2:17][C@@H:16]([CH3:19])[CH2:15][CH2:14]3)[CH:8]=2)[CH:3]=1.Cl[CH:21](Cl)[O:22]C.Cl. The catalyst is C(Cl)Cl.Cl[Ti](Cl)(Cl)Cl. The product is [Br:1][C:2]1[CH:3]=[C:4]2[C:9](=[CH:10][CH:11]=1)[C:8]([CH:21]=[O:22])=[C:7]([O:12][C@H:13]1[CH2:18][CH2:17][C@@H:16]([CH3:19])[CH2:15][CH2:14]1)[CH:6]=[CH:5]2. The yield is 0.980. (3) The reactants are [NH:1]1[C:9]2[CH2:8][CH2:7][CH2:6][CH2:5][C:4]=2[CH:3]=[CH:2]1.[Cl:10][C:11]([Cl:16])([Cl:15])[C:12](Cl)=[O:13]. The catalyst is ClCCCl. The product is [Cl:10][C:11]([Cl:16])([Cl:15])[C:12]([C:2]1[NH:1][C:9]2[CH2:8][CH2:7][CH2:6][CH2:5][C:4]=2[CH:3]=1)=[O:13]. The yield is 1.00. (4) The reactants are [F:1][C:2]([F:21])([F:20])[C:3]1[CH:9]=[CH:8][C:6]([NH2:7])=[C:5](C2C=NC(C(F)(F)F)=CC=2)[CH:4]=1.[CH3:37][C:32]1([CH3:38])[C:33]([CH3:36])([CH3:35])[O:34][B:30]([B:30]2[O:34][C:33]([CH3:36])([CH3:35])[C:32]([CH3:38])([CH3:37])[O:31]2)[O:31]1.C1(P(C2CCCCC2)C2C=CC=CC=2C2C(C(C)C)=CC(C(C)C)=CC=2C(C)C)CCCCC1.C([O-])(=O)C.[K+].[O:79]1[CH2:84]C[O:82][CH2:81][CH2:80]1. The catalyst is C([O-])(=O)C.[Pd+2].C([O-])(=O)C.C(OCC)(=O)C. The product is [CH3:84][O:79][CH2:80][CH2:81][O:82][C:9]1[C:3]([C:2]([F:1])([F:20])[F:21])=[CH:4][C:5]([B:30]2[O:31][C:32]([CH3:37])([CH3:38])[C:33]([CH3:35])([CH3:36])[O:34]2)=[C:6]([CH:8]=1)[NH2:7]. The yield is 0.140. (5) The reactants are [NH2:1][C:2]1[C:11]([N+:12]([O-:14])=[O:13])=[CH:10][CH:9]=[CH:8][C:3]=1[C:4]([O:6]C)=O.O1CCCC1.C([N:22](CC)CC)C.[F:27][C:28]([F:45])([F:44])[C:29]([F:43])([F:42])[C:30](O[C:30](=[O:31])[C:29]([F:43])([F:42])[C:28]([F:45])([F:44])[F:27])=[O:31]. The catalyst is O. The product is [N+:12]([C:11]1[C:2]([NH:1][C:30](=[O:31])[C:29]([F:43])([F:42])[C:28]([F:45])([F:44])[F:27])=[C:3]([CH:8]=[CH:9][CH:10]=1)[C:4]([NH2:22])=[O:6])([O-:14])=[O:13]. The yield is 0.790. (6) The catalyst is O1CCCC1.C(OCC)(=O)C. The product is [CH:39]([O:38][C:19]1[C:20]2[C:24](=[O:25])[N:23]([CH2:26][C:27]3[CH:32]=[CH:31][C:30]([O:33][CH3:34])=[CH:29][C:28]=3[O:35][CH3:36])[C:22](=[O:37])[C:21]=2[C:12]([O:11][CH3:10])=[C:13]2[C:18]=1[N:17]=[CH:16][CH:15]=[CH:14]2)([C:46]1[CH:51]=[CH:50][CH:49]=[CH:48][CH:47]=1)[C:40]1[CH:45]=[CH:44][CH:43]=[CH:42][CH:41]=1. The yield is 1.00. The reactants are C(=O)([O-])[O-].[K+].[K+].C(O[C:10](=O)[O:11][C:12]1[C:21]2[C:22](=[O:37])[N:23]([CH2:26][C:27]3[CH:32]=[CH:31][C:30]([O:33][CH3:34])=[CH:29][C:28]=3[O:35][CH3:36])[C:24](=[O:25])[C:20]=2[C:19]([O:38][CH:39]([C:46]2[CH:51]=[CH:50][CH:49]=[CH:48][CH:47]=2)[C:40]2[CH:45]=[CH:44][CH:43]=[CH:42][CH:41]=2)=[C:18]2[C:13]=1[CH:14]=[CH:15][CH:16]=[N:17]2)C.O.IC. (7) The product is [C:43]([O:47][C:48]([N:50]1[CH:55]([C:56]2[NH:60][C:59]3[CH:61]=[C:62]([C:31]4[CH:30]=[CH:29][C:28]([C:23]5[CH:22]=[CH:21][C:20]6[C:25](=[CH:26][CH:27]=[C:18]([C:15]7[NH:14][C:13]([CH:9]8[CH2:10][CH2:11][CH2:12][N:8]8[C:6]([O:5][C:1]([CH3:2])([CH3:4])[CH3:3])=[O:7])=[N:17][CH:16]=7)[CH:19]=6)[CH:24]=5)=[CH:33][CH:32]=4)[CH:63]=[CH:64][C:58]=3[N:57]=2)[CH:54]2[CH2:66][CH:51]1[CH2:52][CH2:53]2)=[O:49])([CH3:46])([CH3:44])[CH3:45]. The reactants are [C:1]([O:5][C:6]([N:8]1[CH2:12][CH2:11][CH2:10][CH:9]1[C:13]1[NH:14][C:15]([C:18]2[CH:27]=[CH:26][C:25]3[C:20](=[CH:21][CH:22]=[C:23]([C:28]4[CH:33]=[CH:32][C:31](B5OC(C)(C)C(C)(C)O5)=[CH:30][CH:29]=4)[CH:24]=3)[CH:19]=2)=[CH:16][N:17]=1)=[O:7])([CH3:4])([CH3:3])[CH3:2].[C:43]([O:47][C:48]([N:50]1[CH:55]([C:56]2[NH:60][C:59]3[CH:61]=[C:62](Br)[CH:63]=[CH:64][C:58]=3[N:57]=2)[CH:54]2[CH2:66][CH:51]1[CH2:52][CH2:53]2)=[O:49])([CH3:46])([CH3:45])[CH3:44].C(=O)([O-])[O-].[K+].[K+]. The yield is 0.590. The catalyst is COCCOC.O.C(OCC)(=O)C.C1C=CC(P(C2C=CC=CC=2)[C-]2C=CC=C2)=CC=1.C1C=CC(P(C2C=CC=CC=2)[C-]2C=CC=C2)=CC=1.Cl[Pd]Cl.[Fe+2].C1C=CC([P]([Pd]([P](C2C=CC=CC=2)(C2C=CC=CC=2)C2C=CC=CC=2)([P](C2C=CC=CC=2)(C2C=CC=CC=2)C2C=CC=CC=2)[P](C2C=CC=CC=2)(C2C=CC=CC=2)C2C=CC=CC=2)(C2C=CC=CC=2)C2C=CC=CC=2)=CC=1.